From a dataset of Full USPTO retrosynthesis dataset with 1.9M reactions from patents (1976-2016). Predict the reactants needed to synthesize the given product. Given the product [F:9][C:3]1[CH:4]=[C:5]([CH3:8])[CH:6]=[CH:7][C:2]=1[I:21], predict the reactants needed to synthesize it. The reactants are: Br[C:2]1[CH:7]=[CH:6][C:5]([CH3:8])=[CH:4][C:3]=1[F:9].CCCCCC.C([Li])CCC.[I:21]I.[Cl-].[NH4+].